The task is: Predict the product of the given reaction.. This data is from Forward reaction prediction with 1.9M reactions from USPTO patents (1976-2016). (1) The product is: [NH:23]1[C:14]2=[N:15][C:16]3[C:21]([N:22]=[C:13]2[N:12]=[C:11]1[N:9]1[CH:10]=[C:6]([C:4]([OH:5])=[O:3])[CH:7]=[N:8]1)=[CH:20][CH:19]=[CH:18][CH:17]=3. Given the reactants C([O:3][C:4]([C:6]1[CH:7]=[N:8][N:9]([C:11]2[NH:23][C:14]3=[N:15][C:16]4[C:21]([N:22]=[C:13]3[N:12]=2)=[CH:20][CH:19]=[CH:18][CH:17]=4)[CH:10]=1)=[O:5])C.[OH-].[K+], predict the reaction product. (2) Given the reactants [CH3:1][C:2]1[C:6]([C:7]([OH:9])=O)=[CH:5][O:4][N:3]=1.C1(P(C2C=CC=CC=2)C2C=CC=CC=2)C=CC=CC=1.ClN1C(=O)CCC1=O.[CH:37]1([CH2:40][N:41]2[C:49]3[N:48]=[C:47]([CH2:50][C:51]4[CH:56]=[CH:55][C:54]([NH:57][CH3:58])=[CH:53][CH:52]=4)[NH:46][C:45]=3[C:44](=[O:59])[N:43]([CH2:60][C:61]3[CH:66]=[CH:65][CH:64]=[CH:63][C:62]=3[F:67])[C:42]2=[O:68])[CH2:39][CH2:38]1, predict the reaction product. The product is: [CH:37]1([CH2:40][N:41]2[C:49]3[N:48]=[C:47]([CH2:50][C:51]4[CH:52]=[CH:53][C:54]([N:57]([CH3:58])[C:7]([C:6]5[C:2]([CH3:1])=[N:3][O:4][CH:5]=5)=[O:9])=[CH:55][CH:56]=4)[NH:46][C:45]=3[C:44](=[O:59])[N:43]([CH2:60][C:61]3[CH:66]=[CH:65][CH:64]=[CH:63][C:62]=3[F:67])[C:42]2=[O:68])[CH2:39][CH2:38]1.